Dataset: Catalyst prediction with 721,799 reactions and 888 catalyst types from USPTO. Task: Predict which catalyst facilitates the given reaction. Reactant: C([O:4][C@H:5]1[C@@H:9]([O:10]C(=O)C)[C@H:8]([N:14]2[CH:22]=[N:21][C:20]3[C:15]2=[N:16][C:17]([C:38]#[N:39])=[N:18][C:19]=3[NH:23][CH2:24][CH:25]([C:32]2[CH:37]=[CH:36][CH:35]=[CH:34][CH:33]=2)[C:26]2[CH:31]=[CH:30][CH:29]=[CH:28][CH:27]=2)[O:7][C@@H:6]1[CH2:40][O:41]C(=O)C)(=O)C.N. Product: [NH2:39][CH2:38][C:17]1[N:16]=[C:15]2[C:20]([N:21]=[CH:22][N:14]2[C@H:8]2[C@H:9]([OH:10])[C@H:5]([OH:4])[C@@H:6]([CH2:40][OH:41])[O:7]2)=[C:19]([NH:23][CH2:24][CH:25]([C:32]2[CH:37]=[CH:36][CH:35]=[CH:34][CH:33]=2)[C:26]2[CH:27]=[CH:28][CH:29]=[CH:30][CH:31]=2)[N:18]=1. The catalyst class is: 63.